From a dataset of Reaction yield outcomes from USPTO patents with 853,638 reactions. Predict the reaction yield, written as a fraction of the theoretical maximum amount of product (1.0 means a 100% yield; for example, 0.34 means a 34% yield). (1) The reactants are [F:1][C:2]1[CH:3]=[C:4]([C:14]2([OH:21])[CH2:17][CH:16]([C:18]([OH:20])=O)[CH2:15]2)[CH:5]=[CH:6][C:7]=1[CH2:8][N:9]1[CH2:13][CH2:12][CH2:11][CH2:10]1.[CH2:22]([NH2:26])[CH:23]([CH3:25])[CH3:24].C(P1(=O)OP(CCC)(=O)OP(CCC)(=O)O1)CC.C([O-])(O)=O.[Na+]. The catalyst is CCOC(C)=O.C1COCC1. The product is [CH2:22]([NH:26][C:18]([CH:16]1[CH2:17][C:14]([C:4]2[CH:5]=[CH:6][C:7]([CH2:8][N:9]3[CH2:10][CH2:11][CH2:12][CH2:13]3)=[C:2]([F:1])[CH:3]=2)([OH:21])[CH2:15]1)=[O:20])[CH:23]([CH3:25])[CH3:24]. The yield is 0.630. (2) The reactants are Cl[C:2]1[C:7]([N+:8]([O-:10])=[O:9])=[CH:6][CH:5]=[C:4]([O:11][CH3:12])[N:3]=1.[C:13]([O:17][C:18]([NH:20][CH2:21][CH2:22][CH2:23][NH2:24])=[O:19])([CH3:16])([CH3:15])[CH3:14].C([O-])([O-])=O.[K+].[K+]. The catalyst is CC#N.CN(C=O)C. The product is [C:13]([O:17][C:18](=[O:19])[NH:20][CH2:21][CH2:22][CH2:23][NH:24][C:2]1[C:7]([N+:8]([O-:10])=[O:9])=[CH:6][CH:5]=[C:4]([O:11][CH3:12])[N:3]=1)([CH3:16])([CH3:14])[CH3:15]. The yield is 0.960. (3) The reactants are [CH2:1]([O:8][C:9]1[CH:10]=[CH:11][C:12]([CH2:15][C:16]#N)=[N:13][CH:14]=1)[C:2]1[CH:7]=[CH:6][CH:5]=[CH:4][CH:3]=1.[OH-:18].[Na+].C[OH:21]. No catalyst specified. The product is [CH2:1]([O:8][C:9]1[CH:10]=[CH:11][C:12]([CH2:15][C:16]([OH:21])=[O:18])=[N:13][CH:14]=1)[C:2]1[CH:7]=[CH:6][CH:5]=[CH:4][CH:3]=1. The yield is 0.890. (4) The reactants are [CH:1]([C:3]1[NH:7][C:6]([CH3:8])=[C:5]([C:9]([OH:11])=O)[C:4]=1[CH3:12])=[O:2].O[C:14]1C2N=NNC=2C=C[CH:15]=1.C([NH:25][CH2:26][CH2:27][NH:28][CH2:29][CH3:30])C.[OH-].[Na+]. The catalyst is O.[Cl-].[Na+].O.C(=O)(O)[O-].[Na+].C(N(CC)CC)C.CN(C)C=O. The product is [CH2:14]([N:28]([CH2:29][CH3:30])[CH2:27][CH2:26][NH:25][C:9]([C:5]1[C:4]([CH3:12])=[C:3]([CH:1]=[O:2])[NH:7][C:6]=1[CH3:8])=[O:11])[CH3:15]. The yield is 0.430. (5) The reactants are C(Cl)(=O)C(Cl)=O.CS(C)=O.[F:11][C:12]1[CH:52]=[CH:51][CH:50]=[C:49]([F:53])[C:13]=1[CH2:14][N:15]1[C:20]2[S:21][C:22]([C:31]3[CH:36]=[CH:35][C:34]([NH:37][C:38]([NH:40][O:41][CH3:42])=[O:39])=[CH:33][CH:32]=3)=[C:23]([CH2:24][N:25]([CH2:27][CH2:28][O:29][CH3:30])[CH3:26])[C:19]=2[C:18](=[O:43])[N:17]([CH2:44][CH:45]([OH:47])[CH3:46])[C:16]1=[O:48].C(N(CC)CC)C.[Cl-].[NH4+]. The catalyst is ClCCl. The product is [F:53][C:49]1[CH:50]=[CH:51][CH:52]=[C:12]([F:11])[C:13]=1[CH2:14][N:15]1[C:20]2[S:21][C:22]([C:31]3[CH:32]=[CH:33][C:34]([NH:37][C:38]([NH:40][O:41][CH3:42])=[O:39])=[CH:35][CH:36]=3)=[C:23]([CH2:24][N:25]([CH2:27][CH2:28][O:29][CH3:30])[CH3:26])[C:19]=2[C:18](=[O:43])[N:17]([CH2:44][C:45](=[O:47])[CH3:46])[C:16]1=[O:48]. The yield is 0.130. (6) The reactants are [Br:1][C:2]1[CH:3]=[C:4]([C:8](O)=[O:9])[CH:5]=[N:6][CH:7]=1.CN1CCOCC1.ClC(OCC)=O.[BH4-].[Na+]. The catalyst is C1COCC1.CO. The product is [Br:1][C:2]1[CH:3]=[C:4]([CH2:8][OH:9])[CH:5]=[N:6][CH:7]=1. The yield is 0.750. (7) The reactants are [C:1](Cl)(Cl)=[O:2].[CH3:5][O:6][CH2:7][C@H:8]([N:10]1[CH2:14][CH2:13][NH:12][C:11]1=[O:15])[CH3:9].N1C=CC=CC=1.[CH3:22][N:23]1[CH:27]=[C:26]([C:28]2[CH:33]=[C:32]([O:34][C:35]3[CH:36]=[CH:37][C:38]([NH2:41])=[N:39][CH:40]=3)[CH:31]=[CH:30][N:29]=2)[CH:25]=[N:24]1. The catalyst is C(Cl)Cl.CCOC(C)=O. The product is [CH3:5][O:6][CH2:7][C@H:8]([N:10]1[CH2:14][CH2:13][N:12]([C:11]([NH:41][C:38]2[CH:37]=[CH:36][C:35]([O:34][C:32]3[CH:31]=[CH:30][N:29]=[C:28]([C:26]4[CH:25]=[N:24][N:23]([CH3:22])[CH:27]=4)[CH:33]=3)=[CH:40][N:39]=2)=[O:15])[C:1]1=[O:2])[CH3:9]. The yield is 0.170. (8) The product is [F:25][C:22]1[CH:23]=[CH:24][C:19]([NH:18][C:15]2[N:16]([CH3:17])[C:12]3[C:11]4[C:29](=[O:34])[NH:30][C:6]([CH3:7])=[C:5]([CH3:4])[C:10]=4[CH:28]=[CH:27][C:13]=3[N:14]=2)=[C:20]([CH3:26])[CH:21]=1. The catalyst is C(O)(=O)C. The reactants are C(O[C:4](=O)[C:5]([C:10]1[CH:28]=[CH:27][C:13]2[N:14]=[C:15]([NH:18][C:19]3[CH:24]=[CH:23][C:22]([F:25])=[CH:21][C:20]=3[CH3:26])[N:16]([CH3:17])[C:12]=2[C:11]=1[C:29]#[N:30])(C)[C:6](=O)[CH3:7])C.O.S(=O)(=O)(O)[OH:34].[OH-].[NH4+]. The yield is 0.890.